From a dataset of Peptide-MHC class I binding affinity with 185,985 pairs from IEDB/IMGT. Regression. Given a peptide amino acid sequence and an MHC pseudo amino acid sequence, predict their binding affinity value. This is MHC class I binding data. (1) The peptide sequence is EQYTCNKPYT. The MHC is HLA-A02:01 with pseudo-sequence HLA-A02:01. The binding affinity (normalized) is 0. (2) The peptide sequence is EEMNLPGRW. The MHC is HLA-B44:02 with pseudo-sequence HLA-B44:02. The binding affinity (normalized) is 0.544. (3) The MHC is HLA-B07:02 with pseudo-sequence HLA-B07:02. The binding affinity (normalized) is 0.0847. The peptide sequence is KNYPASLHK. (4) The peptide sequence is MSLNFPIAK. The MHC is HLA-A68:01 with pseudo-sequence HLA-A68:01. The binding affinity (normalized) is 0.717. (5) The peptide sequence is TTPLISFFGL. The MHC is HLA-A02:06 with pseudo-sequence HLA-A02:06. The binding affinity (normalized) is 0.249. (6) The peptide sequence is WFSQRGGSYK. The MHC is HLA-A68:01 with pseudo-sequence HLA-A68:01. The binding affinity (normalized) is 0.542. (7) The peptide sequence is QCGDPSSFDY. The MHC is HLA-A23:01 with pseudo-sequence HLA-A23:01. The binding affinity (normalized) is 0.0509. (8) The peptide sequence is ARGETYGRL. The MHC is Mamu-B03 with pseudo-sequence Mamu-B03. The binding affinity (normalized) is 0.337.